This data is from Aqueous solubility values for 9,982 compounds from the AqSolDB database. The task is: Regression/Classification. Given a drug SMILES string, predict its absorption, distribution, metabolism, or excretion properties. Task type varies by dataset: regression for continuous measurements (e.g., permeability, clearance, half-life) or binary classification for categorical outcomes (e.g., BBB penetration, CYP inhibition). For this dataset (solubility_aqsoldb), we predict Y. (1) The drug is O=C(O)[C@H](O)c1ccccc1Cl. The Y is -0.439 log mol/L. (2) The molecule is CC(C)OC(=O)C1(S(=O)(=O)c2ccc(Cl)cc2)CCCCCC1. The Y is -5.52 log mol/L. (3) The compound is Clc1cnc2ncncc2n1. The Y is -0.870 log mol/L. (4) The Y is -3.06 log mol/L. The molecule is CCC(=O)Nc1nc(C)c(Cl)s1. (5) The compound is OCCSCCO. The Y is 0.913 log mol/L. (6) The molecule is Oc1c(I)cc(Cl)c2cccnc12. The Y is -1.82 log mol/L. (7) The drug is Nc1nc(N)c(N=O)c(N)n1. The Y is -3.85 log mol/L. (8) The drug is Cc1ccccc1C. The Y is -2.82 log mol/L. (9) The compound is COc1cc(O)c(CC=C(C)C)c2c1C(=O)CC(c1ccc(O)cc1)O2. The Y is -5.44 log mol/L.